From a dataset of Peptide-MHC class II binding affinity with 134,281 pairs from IEDB. Regression. Given a peptide amino acid sequence and an MHC pseudo amino acid sequence, predict their binding affinity value. This is MHC class II binding data. (1) The peptide sequence is INEPTAAAIAYGLWR. The MHC is HLA-DQA10401-DQB10402 with pseudo-sequence HLA-DQA10401-DQB10402. The binding affinity (normalized) is 0.429. (2) The peptide sequence is ILMTATPPGTSDEFP. The MHC is DRB1_0404 with pseudo-sequence DRB1_0404. The binding affinity (normalized) is 0.834. (3) The peptide sequence is IFLHLVKIPTHRHIK. The MHC is DRB1_0101 with pseudo-sequence DRB1_0101. The binding affinity (normalized) is 0.358. (4) The binding affinity (normalized) is 0.575. The peptide sequence is EKKYFAATQFEPLYA. The MHC is HLA-DQA10501-DQB10201 with pseudo-sequence HLA-DQA10501-DQB10201.